Dataset: Forward reaction prediction with 1.9M reactions from USPTO patents (1976-2016). Task: Predict the product of the given reaction. Given the reactants Cl[C:2]1[C:7]([C:8]([F:11])([F:10])[F:9])=[CH:6][N:5]=[C:4]([NH:12][C:13]2[CH:27]=[CH:26][C:16]([CH2:17][P:18](=[O:25])([O:22][CH2:23][CH3:24])[O:19][CH2:20][CH3:21])=[CH:15][C:14]=2[O:28][CH3:29])[N:3]=1.[NH2:30][C:31]1[CH:32]=[CH:33][C:34]([C@H:42]2[CH2:47][CH2:46][C@@H:45]([OH:48])[CH2:44][CH2:43]2)=[C:35]2[C:39]=1[C:38](=[O:40])[N:37]([CH3:41])[CH2:36]2, predict the reaction product. The product is: [OH:48][C@@H:45]1[CH2:46][CH2:47][C@H:42]([C:34]2[CH:33]=[CH:32][C:31]([NH:30][C:2]3[C:7]([C:8]([F:11])([F:9])[F:10])=[CH:6][N:5]=[C:4]([NH:12][C:13]4[CH:27]=[CH:26][C:16]([CH2:17][P:18](=[O:25])([O:22][CH2:23][CH3:24])[O:19][CH2:20][CH3:21])=[CH:15][C:14]=4[O:28][CH3:29])[N:3]=3)=[C:39]3[C:35]=2[CH2:36][N:37]([CH3:41])[C:38]3=[O:40])[CH2:43][CH2:44]1.